This data is from Catalyst prediction with 721,799 reactions and 888 catalyst types from USPTO. The task is: Predict which catalyst facilitates the given reaction. Reactant: [C:1]([CH2:3][C:4]([N:6]1[CH2:11][CH2:10][C@@H:9]([CH3:12])[C@@H:8]([N:13](C)[C:14](=O)OC(C)(C)C)[CH2:7]1)=[O:5])#[N:2].[ClH:22].O1CCOCC1. Product: [ClH:22].[CH3:12][C@@H:9]1[CH2:10][CH2:11][N:6]([C:4](=[O:5])[CH2:3][C:1]#[N:2])[CH2:7][C@@H:8]1[NH:13][CH3:14]. The catalyst class is: 1.